Dataset: Peptide-MHC class I binding affinity with 185,985 pairs from IEDB/IMGT. Task: Regression. Given a peptide amino acid sequence and an MHC pseudo amino acid sequence, predict their binding affinity value. This is MHC class I binding data. (1) The peptide sequence is ATTILTPMLR. The MHC is HLA-A68:01 with pseudo-sequence HLA-A68:01. The binding affinity (normalized) is 0.478. (2) The peptide sequence is RPQKRPSCI. The MHC is HLA-A29:02 with pseudo-sequence HLA-A29:02. The binding affinity (normalized) is 0.